From a dataset of Full USPTO retrosynthesis dataset with 1.9M reactions from patents (1976-2016). Predict the reactants needed to synthesize the given product. (1) Given the product [NH:39]1[C:30]2=[CH:31][C:32]3[O:33][CH2:34][CH2:35][O:36][C:37]=3[CH:38]=[C:29]2[N:28]=[C:27]1[C@@H:24]1[CH2:23][C@@H:22]([F:21])[CH2:26][N:25]1[C:14]([C@H:13]([CH2:17][CH2:18][CH2:19][CH3:20])[CH2:12][N:9]([OH:8])[CH:10]=[O:11])=[O:15], predict the reactants needed to synthesize it. The reactants are: C([O:8][N:9]([CH2:12][C@@H:13]([CH2:17][CH2:18][CH2:19][CH3:20])[C:14](O)=[O:15])[CH:10]=[O:11])C1C=CC=CC=1.[F:21][C@H:22]1[CH2:26][NH:25][C@H:24]([C:27]2[NH:39][C:30]3=[CH:31][C:32]4[O:33][CH2:34][CH2:35][O:36][C:37]=4[CH:38]=[C:29]3[N:28]=2)[CH2:23]1. (2) Given the product [CH3:1][O:2][C:3]([C:5]1[CH:13]=[C:12]2[C:8]([CH:9]=[N:10][N:11]2[CH2:21][C:18]2[CH:19]=[N:20][C:15]([CH3:14])=[CH:16][CH:17]=2)=[CH:7][CH:6]=1)=[O:4], predict the reactants needed to synthesize it. The reactants are: [CH3:1][O:2][C:3]([C:5]1[CH:13]=[C:12]2[C:8]([CH:9]=[N:10][NH:11]2)=[CH:7][CH:6]=1)=[O:4].[CH3:14][C:15]1[N:20]=[CH:19][C:18]([CH2:21]OS(C)(=O)=O)=[CH:17][CH:16]=1. (3) Given the product [CH3:15][C@H:11]1[NH:10][CH2:9][C:8]2[C:5]3[CH:6]=[CH:7][C:2]([N:27]4[CH:28]=[CH:29][C:24]([O:23][CH2:22][C:17]5[CH:18]=[CH:19][CH:20]=[CH:21][N:16]=5)=[CH:25][C:26]4=[O:30])=[CH:3][C:4]=3[O:14][C:13]=2[CH2:12]1, predict the reactants needed to synthesize it. The reactants are: Br[C:2]1[CH:7]=[CH:6][C:5]2[C:8]3[CH2:9][NH:10][C@H:11]([CH3:15])[CH2:12][C:13]=3[O:14][C:4]=2[CH:3]=1.[N:16]1[CH:21]=[CH:20][CH:19]=[CH:18][C:17]=1[CH2:22][O:23][C:24]1[CH:29]=[CH:28][NH:27][C:26](=[O:30])[CH:25]=1.CN[C@H]1CCCC[C@@H]1NC.C([O-])([O-])=O.[Cs+].[Cs+]. (4) Given the product [C:7]1([C:4]2[C:3]([C:13]([OH:15])=[O:14])=[C:2]([CH2:1][CH2:17][C:18]3[CH:23]=[CH:22][CH:21]=[CH:20][CH:19]=3)[O:6][N:5]=2)[CH:12]=[CH:11][CH:10]=[CH:9][CH:8]=1, predict the reactants needed to synthesize it. The reactants are: [CH3:1][C:2]1[O:6][N:5]=[C:4]([C:7]2[CH:12]=[CH:11][CH:10]=[CH:9][CH:8]=2)[C:3]=1[C:13]([OH:15])=[O:14].[Li].[CH2:17](Br)[C:18]1[CH:23]=[CH:22][CH:21]=[CH:20][CH:19]=1.Cl. (5) The reactants are: [Br:1][C:2]1[CH:7]=[CH:6][C:5]([C:8](=[S:10])[NH2:9])=[CH:4][CH:3]=1.[CH:11]12[O:17][CH:16]1[CH2:15][CH2:14][CH2:13][C:12]2=O. Given the product [Br:1][C:2]1[CH:7]=[CH:6][C:5]([C:8]2[S:10][C:15]3[CH:16]([OH:17])[CH2:11][CH2:12][CH2:13][C:14]=3[N:9]=2)=[CH:4][CH:3]=1, predict the reactants needed to synthesize it.